From a dataset of Full USPTO retrosynthesis dataset with 1.9M reactions from patents (1976-2016). Predict the reactants needed to synthesize the given product. Given the product [F:33][C:31]([F:34])([F:32])[C:23]1[CH:22]=[C:21]([C@H:19]([O:18][C@@H:9]2[C@@H:10]([C:12]3[CH:13]=[CH:14][CH:15]=[CH:16][CH:17]=3)[CH2:11][N:7]([C:5]([CH:2]3[CH2:3][O:4][C:42](=[O:43])[NH:1]3)=[O:6])[CH2:8]2)[CH3:20])[CH:26]=[C:25]([C:27]([F:28])([F:29])[F:30])[CH:24]=1, predict the reactants needed to synthesize it. The reactants are: [NH2:1][CH:2]([C:5]([N:7]1[CH2:11][C@H:10]([C:12]2[CH:17]=[CH:16][CH:15]=[CH:14][CH:13]=2)[C@@H:9]([O:18][C@@H:19]([C:21]2[CH:26]=[C:25]([C:27]([F:30])([F:29])[F:28])[CH:24]=[C:23]([C:31]([F:34])([F:33])[F:32])[CH:22]=2)[CH3:20])[CH2:8]1)=[O:6])[CH2:3][OH:4].C(N(CC)CC)C.[C:42](Cl)(Cl)=[O:43].